From a dataset of Forward reaction prediction with 1.9M reactions from USPTO patents (1976-2016). Predict the product of the given reaction. (1) The product is: [Br:7][C:8]1[CH:9]=[C:10]([F:16])[C:11]([C:25]2[O:29][CH:28]=[N:27][CH:26]=2)=[C:12]([F:14])[CH:13]=1. Given the reactants C([O-])([O-])=O.[Na+].[Na+].[Br:7][C:8]1[CH:9]=[C:10]([F:16])[C:11](I)=[C:12]([F:14])[CH:13]=1.CC1(C)C(C)(C)OB([C:25]2[O:29][C:28]([Si](C(C)C)(C(C)C)C(C)C)=[N:27][CH:26]=2)O1, predict the reaction product. (2) Given the reactants [NH:1]1[C:9]2[C:4](=[C:5]([C:10]3[N:11]=[C:12]([N:22]4[CH2:27][CH2:26][O:25][CH2:24][CH2:23]4)[C:13]4[CH:18]=[C:17]([C:19](O)=[O:20])[S:16][C:14]=4[N:15]=3)[CH:6]=[CH:7][CH:8]=2)[CH:3]=[N:2]1.Cl.[CH3:29][NH2:30], predict the reaction product. The product is: [NH:1]1[C:9]2[C:4](=[C:5]([C:10]3[N:11]=[C:12]([N:22]4[CH2:23][CH2:24][O:25][CH2:26][CH2:27]4)[C:13]4[CH:18]=[C:17]([C:19]([NH:30][CH3:29])=[O:20])[S:16][C:14]=4[N:15]=3)[CH:6]=[CH:7][CH:8]=2)[CH:3]=[N:2]1. (3) Given the reactants Br[C:2](Br)=[CH:3][C:4]1[CH:9]=[CH:8][CH:7]=[CH:6][C:5]=1[NH2:10].[O-]P([O-])([O-])=O.[K+].[K+].[K+].O, predict the reaction product. The product is: [CH2:3]([C:4]([C:2]1[NH:10][C:5]2[C:4]([CH:3]=1)=[CH:9][CH:8]=[CH:7][CH:6]=2)=[CH:5][CH2:6][CH3:7])[CH3:2]. (4) Given the reactants [CH2:1]([O:3][C:4]1[N:9]=[CH:8][C:7]([C:10]([OH:12])=O)=[CH:6][CH:5]=1)[CH3:2].Cl.[Cl:14][C:15]1[CH:16]=[C:17]([NH:27]C(=O)C2C=CN=C(OCC)C=2)[CH:18]=[CH:19][C:20]=1[C@H:21]1[O:26][CH2:25][CH2:24][NH:23][CH2:22]1, predict the reaction product. The product is: [ClH:14].[Cl:14][C:15]1[CH:16]=[C:17]([NH:27][C:10](=[O:12])[C:7]2[CH:6]=[CH:5][C:4]([O:3][CH2:1][CH3:2])=[N:9][CH:8]=2)[CH:18]=[CH:19][C:20]=1[C@@H:21]1[O:26][CH2:25][CH2:24][NH:23][CH2:22]1. (5) Given the reactants CC(OC(/N=N/C(OC(C)C)=O)=O)C.[OH:15][C@H:16]1[CH2:21][CH2:20][CH2:19][C@H:18]([NH:22][C:23](=[O:29])[O:24][C:25]([CH3:28])([CH3:27])[CH3:26])[CH2:17]1.[Br:30][C:31]1[CH:36]=[CH:35][CH:34]=[C:33](O)[N:32]=1.C1(P(C2C=CC=CC=2)C2C=CC=CC=2)C=CC=CC=1, predict the reaction product. The product is: [Br:30][C:31]1[N:32]=[C:33]([O:15][C@@H:16]2[CH2:21][CH2:20][CH2:19][C@H:18]([NH:22][C:23](=[O:29])[O:24][C:25]([CH3:26])([CH3:28])[CH3:27])[CH2:17]2)[CH:34]=[CH:35][CH:36]=1. (6) Given the reactants [NH2:1][C:2]1[CH:3]=[C:4]([C:9]2[CH:15]=[CH:14][C:12]([NH2:13])=[C:11]([NH2:16])[CH:10]=2)[CH:5]=[CH:6][C:7]=1[NH2:8], predict the reaction product. The product is: [C:2]1(=[NH:1])[CH2:3][CH2:4][CH2:5][CH2:6][CH2:7]1.[C:2]1(=[NH:1])[CH2:3][CH2:4][CH2:5][CH2:6][CH2:7]1.[C:2]1(=[NH:1])[CH2:3][CH2:4][CH2:5][CH2:6][CH2:7]1.[C:2]1(=[NH:1])[CH2:3][CH2:4][CH2:5][CH2:6][CH2:7]1.[NH2:1][C:2]1[CH:3]=[C:4]([C:9]2[CH:15]=[CH:14][C:12]([NH2:13])=[C:11]([NH2:16])[CH:10]=2)[CH:5]=[CH:6][C:7]=1[NH2:8]. (7) Given the reactants [Cl:1][C:2]1[C:11]2[C:10](=[O:12])[N:9]([CH2:13][C:14]3[CH:19]=[CH:18][C:17]([F:20])=[C:16]([F:21])[CH:15]=3)[CH:8]=[N:7][C:6]=2[CH:5]=[CH:4][N:3]=1.NC1C(C(O)=O)=C([Cl:32])N=C(Cl)C=1, predict the reaction product. The product is: [Cl:1][C:2]1[C:11]2[C:10](=[O:12])[N:9]([CH2:13][C:14]3[CH:19]=[CH:18][C:17]([F:20])=[C:16]([F:21])[CH:15]=3)[CH:8]=[N:7][C:6]=2[CH:5]=[C:4]([Cl:32])[N:3]=1. (8) Given the reactants C(N(C(C)C)CC)(C)C.Cl[C:11]([O:13][CH2:14][CH2:15][CH2:16][CH3:17])=[O:12].ClCCl.[CH3:21][S:22]([C:25]1[CH:26]=[C:27]2[C:31](=[CH:32][CH:33]=1)[N:30]([C:34]1[CH:39]=[C:38]([O:40][CH:41]3[CH2:46][CH2:45][NH:44][CH2:43][CH2:42]3)[N:37]=[CH:36][N:35]=1)[CH2:29][CH2:28]2)(=[O:24])=[O:23], predict the reaction product. The product is: [CH3:21][S:22]([C:25]1[CH:26]=[C:27]2[C:31](=[CH:32][CH:33]=1)[N:30]([C:34]1[N:35]=[CH:36][N:37]=[C:38]([O:40][CH:41]3[CH2:46][CH2:45][N:44]([C:11]([O:13][CH2:14][CH2:15][CH2:16][CH3:17])=[O:12])[CH2:43][CH2:42]3)[CH:39]=1)[CH2:29][CH2:28]2)(=[O:24])=[O:23]. (9) Given the reactants F[P-](F)(F)(F)(F)F.[N:8]1([O:17][P+](N(C)C)(N(C)C)N(C)C)C2C=CC=CC=2N=N1.[CH3:28][N:29]1[C@H:36]([C:37]([NH:39][C:40]2[CH:45]=[CH:44][C:43]([O:46][CH2:47][C:48]3[C:57]4[C:52](=[CH:53][CH:54]=[CH:55][CH:56]=4)[N:51]=[C:50]([CH3:58])[CH:49]=3)=[CH:42][CH:41]=2)=[O:38])[C@@H:35]([C:59](O)=[O:60])[CH2:34][C:31]2([CH2:33][CH2:32]2)[CH2:30]1.Cl.NO.CN1CCOCC1, predict the reaction product. The product is: [OH:17][NH:8][C:59]([C@H:35]1[CH2:34][C:31]2([CH2:32][CH2:33]2)[CH2:30][N:29]([CH3:28])[C@@H:36]1[C:37]([NH:39][C:40]1[CH:41]=[CH:42][C:43]([O:46][CH2:47][C:48]2[C:57]3[C:52](=[CH:53][CH:54]=[CH:55][CH:56]=3)[N:51]=[C:50]([CH3:58])[CH:49]=2)=[CH:44][CH:45]=1)=[O:38])=[O:60]. (10) Given the reactants [F:1][C:2]1[C:7]([F:8])=[CH:6][CH:5]=[CH:4][C:3]=1[C@:9]1([CH3:28])[CH2:14][C@@H:13]([C:15]([F:18])([F:17])[F:16])[O:12][C:11]([NH:19]C(=O)C2C=CC=CC=2)=[N:10]1.N12CCCN=C1CCCCC2, predict the reaction product. The product is: [F:1][C:2]1[C:7]([F:8])=[CH:6][CH:5]=[CH:4][C:3]=1[C@:9]1([CH3:28])[CH2:14][C@@H:13]([C:15]([F:18])([F:16])[F:17])[O:12][C:11]([NH2:19])=[N:10]1.